From a dataset of Forward reaction prediction with 1.9M reactions from USPTO patents (1976-2016). Predict the product of the given reaction. (1) Given the reactants [F:1][C:2]1[CH:3]=[N:4][CH:5]=[CH:6][C:7]=1[CH:8](O)[CH3:9].S(Cl)([Cl:13])=O.C(=O)(O)[O-].[Na+], predict the reaction product. The product is: [Cl:13][CH:8]([C:7]1[CH:6]=[CH:5][N:4]=[CH:3][C:2]=1[F:1])[CH3:9]. (2) Given the reactants [CH2:1]([C:3]1[CH:12]=[C:11]([CH3:13])[C:10]2[C:9](=[O:14])[NH:8][C@H:7]3[CH2:15][N:16]([C:18]([O:20][C:21]([CH3:24])([CH3:23])[CH3:22])=[O:19])[CH2:17][C@@H:6]3[C:5]=2[CH:4]=1)[CH3:2].Cl, predict the reaction product. The product is: [CH2:1]([C:3]1[CH:12]=[C:11]([CH3:13])[C:10]2[C:9](=[O:14])[NH:8][C@@H:7]3[CH2:15][N:16]([C:18]([O:20][C:21]([CH3:22])([CH3:24])[CH3:23])=[O:19])[CH2:17][C@H:6]3[C:5]=2[CH:4]=1)[CH3:2]. (3) Given the reactants Cl.[F:2][C:3]([F:30])([F:29])[C:4]([NH:6][CH2:7][C:8]1[CH:13]=[CH:12][C:11]([O:14][CH2:15][CH2:16][C:17]2[CH:22]=[CH:21][CH:20]=[CH:19][CH:18]=2)=[C:10]([CH:23]2[CH2:28][CH2:27][NH:26][CH2:25][CH2:24]2)[CH:9]=1)=[O:5].[CH3:31][O:32][CH2:33][CH2:34][N:35]1[C:43]2[C:38](=[CH:39][CH:40]=[CH:41][C:42]=2[CH3:44])[C:37]([C:45](O)=[O:46])=[CH:36]1, predict the reaction product. The product is: [F:30][C:3]([F:2])([F:29])[C:4]([NH:6][CH2:7][C:8]1[CH:13]=[CH:12][C:11]([O:14][CH2:15][CH2:16][C:17]2[CH:22]=[CH:21][CH:20]=[CH:19][CH:18]=2)=[C:10]([CH:23]2[CH2:24][CH2:25][N:26]([C:45]([C:37]3[C:38]4[C:43](=[C:42]([CH3:44])[CH:41]=[CH:40][CH:39]=4)[N:35]([CH2:34][CH2:33][O:32][CH3:31])[CH:36]=3)=[O:46])[CH2:27][CH2:28]2)[CH:9]=1)=[O:5]. (4) Given the reactants [C:1]([O:5][C:6]([N:8]1[CH2:15][C@H:14]([OH:16])[CH2:13][C@H:9]1[C:10]([OH:12])=[O:11])=[O:7])([CH3:4])([CH3:3])[CH3:2].[CH3:17]I.[OH-].[Na+].Cl, predict the reaction product. The product is: [C:1]([O:5][C:6]([N:8]1[CH2:15][C@H:14]([O:16][CH3:17])[CH2:13][C@H:9]1[C:10]([OH:12])=[O:11])=[O:7])([CH3:4])([CH3:2])[CH3:3]. (5) The product is: [CH:4]([C:3]1[CH:6]=[C:7]([O:10][CH3:11])[CH:8]=[CH:9][C:2]=1[O:1][CH2:13][C:14]1[CH:22]=[CH:21][CH:20]=[C:19]2[C:15]=1[CH:16]=[N:17][N:18]2[C:23]([O:25][C:26]([CH3:29])([CH3:28])[CH3:27])=[O:24])=[O:5]. Given the reactants [OH:1][C:2]1[CH:9]=[CH:8][C:7]([O:10][CH3:11])=[CH:6][C:3]=1[CH:4]=[O:5].Cl[CH2:13][C:14]1[CH:22]=[CH:21][CH:20]=[C:19]2[C:15]=1[CH:16]=[N:17][N:18]2[C:23]([O:25][C:26]([CH3:29])([CH3:28])[CH3:27])=[O:24].C([O-])([O-])=O.[K+].[K+], predict the reaction product. (6) Given the reactants Cl.Cl[CH2:3][C:4]1[CH:5]=[N:6][CH:7]=[CH:8][CH:9]=1.[OH:10][C:11]1[CH:12]=[C:13](/[CH:19]=[CH:20]/[C:21]([NH:23][C:24]2[CH:29]=[CH:28][CH:27]=[C:26]([OH:30])[CH:25]=2)=[O:22])[CH:14]=[CH:15][C:16]=1[O:17][CH3:18].C(=O)([O-])[O-].[K+].[K+], predict the reaction product. The product is: [OH:10][C:11]1[CH:12]=[C:13](/[CH:19]=[CH:20]/[C:21]([NH:23][C:24]2[CH:29]=[CH:28][CH:27]=[C:26]([O:30][CH2:3][C:4]3[CH:5]=[N:6][CH:7]=[CH:8][CH:9]=3)[CH:25]=2)=[O:22])[CH:14]=[CH:15][C:16]=1[O:17][CH3:18]. (7) Given the reactants C([O:3][C:4](=[O:25])[C@@H:5]([O:22][CH2:23][CH3:24])[CH2:6][C:7]1[CH:12]=[CH:11][C:10]([O:13][CH2:14][C:15]2[S:16][C:17](Br)=[CH:18][C:19]=2[CH3:20])=[CH:9][CH:8]=1)C.[F:26][C:27]([F:38])([F:37])[C:28]1[CH:33]=[CH:32][C:31](B(O)O)=[CH:30][CH:29]=1, predict the reaction product. The product is: [CH2:23]([O:22][C@@H:5]([CH2:6][C:7]1[CH:8]=[CH:9][C:10]([O:13][CH2:14][C:15]2[S:16][C:17]([C:31]3[CH:32]=[CH:33][C:28]([C:27]([F:38])([F:37])[F:26])=[CH:29][CH:30]=3)=[CH:18][C:19]=2[CH3:20])=[CH:11][CH:12]=1)[C:4]([OH:3])=[O:25])[CH3:24]. (8) Given the reactants [F:1][C:2]([F:8])([CH:5]([F:7])[F:6])[CH2:3][OH:4].[H-].[Na+].Cl[C:12]1[C:17]([C:18]([F:21])([F:20])[F:19])=[CH:16][CH:15]=[CH:14][N:13]=1, predict the reaction product. The product is: [F:1][C:2]([F:8])([CH:5]([F:7])[F:6])[CH2:3][O:4][C:12]1[C:17]([C:18]([F:21])([F:20])[F:19])=[CH:16][CH:15]=[CH:14][N:13]=1. (9) Given the reactants [CH2:1]([N:3]1[CH:12]=[C:11]([C:13]([OH:15])=O)[C:10]2[C:5](=[CH:6][C:7]([O:18][CH3:19])=[C:8]([O:16][CH3:17])[CH:9]=2)[C:4]1=[O:20])[CH3:2].CN(C(ON1N=NC2C=CC=NC1=2)=[N+](C)C)C.F[P-](F)(F)(F)(F)F.[CH3:45][C:46]1[CH:47]=[C:48]([CH2:53][NH2:54])[CH:49]=[CH:50][C:51]=1[CH3:52].C(N(CC)CC)C, predict the reaction product. The product is: [CH3:45][C:46]1[CH:47]=[C:48]([CH2:53][NH:54][C:13]([C:11]2[C:10]3[C:5](=[CH:6][C:7]([O:18][CH3:19])=[C:8]([O:16][CH3:17])[CH:9]=3)[C:4](=[O:20])[N:3]([CH2:1][CH3:2])[CH:12]=2)=[O:15])[CH:49]=[CH:50][C:51]=1[CH3:52].